From a dataset of Catalyst prediction with 721,799 reactions and 888 catalyst types from USPTO. Predict which catalyst facilitates the given reaction. (1) Reactant: C(O[C:6]([N:8]1[CH2:13][CH2:12][CH:11]([C:14]2[C:23]3[C:18](=[CH:19][C:20]([O:24][CH2:25][CH2:26][CH2:27][C:28]4[NH:32][N:31]=[N:30][N:29]=4)=[CH:21][CH:22]=3)[N:17]=[CH:16][N:15]=2)[CH2:10][CH2:9]1)=[O:7])(C)(C)C.C(O)(C(F)(F)F)=O.C1(OC)C=CC=CC=1.[N+](C1C=CC(OC(=O)[NH:59][C:60]2[CH:65]=[CH:64][C:63]([O:66][CH:67]([CH3:69])[CH3:68])=[CH:62][CH:61]=2)=CC=1)([O-])=O. Product: [CH:67]([O:66][C:63]1[CH:64]=[CH:65][C:60]([NH:59][C:6]([N:8]2[CH2:9][CH2:10][CH:11]([C:14]3[C:23]4[C:18](=[CH:19][C:20]([O:24][CH2:25][CH2:26][CH2:27][C:28]5[NH:32][N:31]=[N:30][N:29]=5)=[CH:21][CH:22]=4)[N:17]=[CH:16][N:15]=3)[CH2:12][CH2:13]2)=[O:7])=[CH:61][CH:62]=1)([CH3:69])[CH3:68]. The catalyst class is: 17. (2) The catalyst class is: 10. Reactant: [C:1]([NH:18][C@H:19]([C:24]([OH:26])=O)[CH2:20][CH:21]([CH3:23])[CH3:22])([O:3][CH2:4][CH:5]1[C:17]2[C:12](=[CH:13][CH:14]=[CH:15][CH:16]=2)[C:11]2[C:6]1=[CH:7][CH:8]=[CH:9][CH:10]=2)=[O:2].N1C=CC=CC=1.N1C(F)=NC(F)=NC=1[F:35]. Product: [C:1]([NH:18][C@H:19]([C:24]([F:35])=[O:26])[CH2:20][CH:21]([CH3:23])[CH3:22])([O:3][CH2:4][CH:5]1[C:17]2[C:12](=[CH:13][CH:14]=[CH:15][CH:16]=2)[C:11]2[C:6]1=[CH:7][CH:8]=[CH:9][CH:10]=2)=[O:2]. (3) Reactant: [H-].[Na+].[Br:3][C:4]1[CH:5]=[CH:6][C:7]2[C:12](=[O:13])[O:11][C:10](=[O:14])[NH:9][C:8]=2[CH:15]=1.I[CH2:17][CH3:18]. Product: [Br:3][C:4]1[CH:5]=[CH:6][C:7]2[C:12](=[O:13])[O:11][C:10](=[O:14])[N:9]([CH2:17][CH3:18])[C:8]=2[CH:15]=1. The catalyst class is: 3. (4) Reactant: [CH3:1][N:2]([CH3:19])[CH2:3][CH2:4][N:5]1[C:10](=[O:11])[CH2:9][O:8][C:7]2[CH:12]=[C:13]([N+:16]([O-])=O)[CH:14]=[CH:15][C:6]1=2. Product: [NH2:16][C:13]1[CH:14]=[CH:15][C:6]2[N:5]([CH2:4][CH2:3][N:2]([CH3:1])[CH3:19])[C:10](=[O:11])[CH2:9][O:8][C:7]=2[CH:12]=1. The catalyst class is: 29. (5) Reactant: C(OC([N:11]1[CH2:16][CH2:15][N:14]([C:17]2[CH:18]=[C:19]3[CH2:25][CH:24]([CH:26]4[CH2:31][CH2:30][N:29]([C:32]([O:34][C:35]([CH3:38])([CH3:37])[CH3:36])=[O:33])[CH2:28][CH2:27]4)[O:23][C:20]3=[CH:21][N:22]=2)[CH2:13][CH2:12]1)=O)C1C=CC=CC=1. Product: [C:35]([O:34][C:32]([N:29]1[CH2:30][CH2:31][CH:26]([CH:24]2[O:23][C:20]3=[CH:21][N:22]=[C:17]([N:14]4[CH2:13][CH2:12][NH:11][CH2:16][CH2:15]4)[CH:18]=[C:19]3[CH2:25]2)[CH2:27][CH2:28]1)=[O:33])([CH3:38])([CH3:36])[CH3:37]. The catalyst class is: 19. (6) Reactant: F[C:2]1[CH:7]=[CH:6][C:5]([N+:8]([O-:10])=[O:9])=[CH:4][CH:3]=1.C(=O)([O-])[O-].[K+].[K+].[OH:17][C:18]1[CH:30]=[CH:29][C:21]2[O:22][C:23]3[CH:28]=[CH:27][CH:26]=[CH:25][C:24]=3[C:20]=2[CH:19]=1.O. Product: [CH:19]1[C:20]2[C:24]3[CH:25]=[CH:26][CH:27]=[CH:28][C:23]=3[O:22][C:21]=2[CH:29]=[CH:30][C:18]=1[O:17][C:2]1[CH:7]=[CH:6][C:5]([N+:8]([O-:10])=[O:9])=[CH:4][CH:3]=1. The catalyst class is: 3. (7) Reactant: [NH2:1][C:2]1[CH:7]=[CH:6][CH:5]=[CH:4][C:3]=1[CH2:8][C:9]([O:11]C)=O.C(=O)([O-])[O-].[K+].[K+].CCOC(C)=O. Product: [NH:1]1[C:2]2[C:3](=[CH:4][CH:5]=[CH:6][CH:7]=2)[CH2:8][C:9]1=[O:11]. The catalyst class is: 3.